Dataset: Peptide-MHC class II binding affinity with 134,281 pairs from IEDB. Task: Regression. Given a peptide amino acid sequence and an MHC pseudo amino acid sequence, predict their binding affinity value. This is MHC class II binding data. (1) The peptide sequence is TDDNEEPIAPYHFDL. The MHC is DRB1_0901 with pseudo-sequence DRB1_0901. The binding affinity (normalized) is 0.0448. (2) The peptide sequence is GRKRPIVRILRRVHH. The MHC is DRB1_1302 with pseudo-sequence DRB1_1302. The binding affinity (normalized) is 0.370. (3) The peptide sequence is RKVGQTERSASGGVY. The binding affinity (normalized) is 0.193. The MHC is DRB1_0101 with pseudo-sequence DRB1_0101. (4) The peptide sequence is KFTYLINYIQDEINT. The MHC is H-2-IAb with pseudo-sequence H-2-IAb. The binding affinity (normalized) is 0.476. (5) The peptide sequence is AFNVENGNATPQLTK. The MHC is HLA-DQA10102-DQB10602 with pseudo-sequence HLA-DQA10102-DQB10602. The binding affinity (normalized) is 0.520. (6) The peptide sequence is VSKAPQLVPKLDEVY. The MHC is HLA-DPA10103-DPB10301 with pseudo-sequence HLA-DPA10103-DPB10301. The binding affinity (normalized) is 0.0650. (7) The peptide sequence is YASGKVWGQKYFKGN. The MHC is DRB5_0101 with pseudo-sequence DRB5_0101. The binding affinity (normalized) is 0.316. (8) The peptide sequence is MATTLPVQRHPRSLF. The MHC is DRB3_0101 with pseudo-sequence DRB3_0101. The binding affinity (normalized) is 0.128. (9) The peptide sequence is AFKVAATAANYAPAN. The MHC is DRB1_0401 with pseudo-sequence DRB1_0401. The binding affinity (normalized) is 0.740.